Dataset: Full USPTO retrosynthesis dataset with 1.9M reactions from patents (1976-2016). Task: Predict the reactants needed to synthesize the given product. Given the product [Cl:8][C:5]1[CH:6]=[CH:7][C:2](/[CH:13]=[CH:12]/[C:11]#[N:14])=[C:3]([O:9][CH3:10])[CH:4]=1, predict the reactants needed to synthesize it. The reactants are: Br[C:2]1[CH:7]=[CH:6][C:5]([Cl:8])=[CH:4][C:3]=1[O:9][CH3:10].[C:11](#[N:14])[CH:12]=[CH2:13].CN(C=O)C.C1(P(C2C=CC=CC=2)C2C=CC=CC=2)C=CC=CC=1.